Dataset: Full USPTO retrosynthesis dataset with 1.9M reactions from patents (1976-2016). Task: Predict the reactants needed to synthesize the given product. Given the product [F:6][C:7]1[CH:8]=[CH:9][C:10]([O:25][O:2][P:1](=[O:5])([OH:4])[OH:3])=[C:11](/[CH:13]=[C:14]2/[C:15](=[O:24])[N:16]=[C:17]([N:19]3[CH2:20][CH2:21][CH2:22][CH2:23]3)[S:18]/2)[CH:12]=1, predict the reactants needed to synthesize it. The reactants are: [P:1]([O-:5])([O-:4])([O-:3])=[O:2].[F:6][C:7]1[CH:8]=[CH:9][C:10]([OH:25])=[C:11](/[CH:13]=[C:14]2/[C:15](=[O:24])[N:16]=[C:17]([N:19]3[CH2:23][CH2:22][CH2:21][CH2:20]3)[S:18]/2)[CH:12]=1.